This data is from Full USPTO retrosynthesis dataset with 1.9M reactions from patents (1976-2016). The task is: Predict the reactants needed to synthesize the given product. Given the product [CH3:15][C:7]1[C:3]([C:4]([OH:6])=[O:5])=[C:2]([F:1])[C:10]([F:11])=[C:9]([F:12])[C:8]=1[F:13], predict the reactants needed to synthesize it. The reactants are: [F:1][C:2]1[C:10]([F:11])=[C:9]([F:12])[C:8]([F:13])=[CH:7][C:3]=1[C:4]([OH:6])=[O:5].[Li][CH2:15]CCC.C(=O)=O.